From a dataset of Forward reaction prediction with 1.9M reactions from USPTO patents (1976-2016). Predict the product of the given reaction. (1) Given the reactants Br[CH2:2][C:3]1[C:8]([C:9]([F:12])([F:11])[F:10])=[CH:7][CH:6]=[CH:5][C:4]=1[Cl:13].C(=O)([O-])[O-].[K+].[K+].[C:20]([O:24][C:25](=[O:49])[CH2:26][C@@:27]1([C:33]([NH:35][CH:36]2[CH2:41][CH2:40][N:39]([C:42]([O:44][C:45]([CH3:48])([CH3:47])[CH3:46])=[O:43])[CH2:38][CH2:37]2)=[O:34])[C@H:31]([CH3:32])[CH2:30][NH:29][CH2:28]1)([CH3:23])([CH3:22])[CH3:21].C(OCC)(=O)C, predict the reaction product. The product is: [C:20]([O:24][C:25](=[O:49])[CH2:26][C@@:27]1([C:33]([NH:35][CH:36]2[CH2:41][CH2:40][N:39]([C:42]([O:44][C:45]([CH3:48])([CH3:47])[CH3:46])=[O:43])[CH2:38][CH2:37]2)=[O:34])[C@H:31]([CH3:32])[CH2:30][N:29]([CH2:2][C:3]2[C:8]([C:9]([F:12])([F:11])[F:10])=[CH:7][CH:6]=[CH:5][C:4]=2[Cl:13])[CH2:28]1)([CH3:23])([CH3:21])[CH3:22]. (2) Given the reactants [OH-].[Na+].C[O:4][C:5](=[O:31])/[CH:6]=[CH:7]/[C:8]1[CH:9]=[C:10]2[C:27](=[CH:28][CH:29]=1)[O:26][C:13]1([CH2:18][CH2:17][N:16]([C:19]([O:21][C:22]([CH3:25])([CH3:24])[CH3:23])=[O:20])[CH2:15][CH2:14]1)[CH2:12][C:11]2=[O:30], predict the reaction product. The product is: [C:22]([O:21][C:19]([N:16]1[CH2:17][CH2:18][C:13]2([CH2:12][C:11](=[O:30])[C:10]3[C:27](=[CH:28][CH:29]=[C:8](/[CH:7]=[CH:6]/[C:5]([OH:31])=[O:4])[CH:9]=3)[O:26]2)[CH2:14][CH2:15]1)=[O:20])([CH3:25])([CH3:23])[CH3:24].